Task: Predict the reactants needed to synthesize the given product.. Dataset: Full USPTO retrosynthesis dataset with 1.9M reactions from patents (1976-2016) (1) Given the product [C:17]([N:14]1[CH2:15][CH2:16][C:11]2[N:10]([CH2:20][C:21]3[CH:26]=[CH:25][C:24]([F:27])=[CH:23][C:22]=3[F:28])[N:9]=[C:8]([C:4]3[CH:3]=[C:2]([CH:7]=[CH:6][N:5]=3)[C:29]#[N:30])[C:12]=2[CH2:13]1)(=[O:19])[CH3:18], predict the reactants needed to synthesize it. The reactants are: Br[C:2]1[CH:7]=[CH:6][N:5]=[C:4]([C:8]2[C:12]3[CH2:13][N:14]([C:17](=[O:19])[CH3:18])[CH2:15][CH2:16][C:11]=3[N:10]([CH2:20][C:21]3[CH:26]=[CH:25][C:24]([F:27])=[CH:23][C:22]=3[F:28])[N:9]=2)[CH:3]=1.[CH3:29][N:30](C)C=O. (2) The reactants are: [Cl:1][CH2:2][C:3]([NH:5][NH:6][C:7](=[O:12])[C:8]([CH3:11])([CH3:10])[CH3:9])=O.C(=O)(O)[O-].[Na+]. Given the product [C:8]([C:7]1[O:12][C:3]([CH2:2][Cl:1])=[N:5][N:6]=1)([CH3:9])([CH3:10])[CH3:11], predict the reactants needed to synthesize it.